This data is from Reaction yield outcomes from USPTO patents with 853,638 reactions. The task is: Predict the reaction yield, written as a fraction of the theoretical maximum amount of product (1.0 means a 100% yield; for example, 0.34 means a 34% yield). (1) The reactants are C([BH3-])#N.[Na+].[CH:5]([C:7]1[CH:8]=[CH:9][C:10]2[S:14][C:13]([C:15]3[CH:16]=[N:17][CH:18]=[C:19]([C:22]=3[NH:23][C:24]3[C:25]([CH3:33])=[C:26]4[C:30](=[CH:31][CH:32]=3)[NH:29][CH:28]=[CH:27]4)[C:20]#[N:21])=[CH:12][C:11]=2[CH:34]=1)=[O:6].[NH:35]1[CH2:40][CH2:39][CH2:38][CH2:37][CH2:36]1.C(O)(=O)C.C(=O)(O)[O-].[K+]. The catalyst is CCO.C(Cl)Cl. The product is [CH3:33][C:25]1[C:24]([NH:23][C:22]2[C:19]([C:20]#[N:21])=[CH:18][N:17]=[CH:16][C:15]=2[C:13]2[S:14][C:10]3[CH:9]=[CH:8][C:7]([CH2:5][N:35]4[CH2:40][CH2:39][CH2:38][CH2:37][CH2:36]4)=[CH:34][C:11]=3[CH:12]=2)=[CH:32][CH:31]=[C:30]2[C:26]=1[CH:27]=[CH:28][NH:29]2.[OH:6][CH2:5][C:7]1[CH:8]=[CH:9][C:10]2[S:14][C:13]([C:15]3[CH:16]=[N:17][CH:18]=[C:19]([C:22]=3[NH:23][C:24]3[C:25]([CH3:33])=[C:26]4[C:30](=[CH:31][CH:32]=3)[NH:29][CH:28]=[CH:27]4)[C:20]#[N:21])=[CH:12][C:11]=2[CH:34]=1. The yield is 0.570. (2) The reactants are [CH:1]1([CH2:7][NH:8][C:9]([NH:11][NH:12][C:13](=O)[CH2:14][CH:15]([N:17]2[CH2:22][CH2:21][N:20]([C:23]3[CH:28]=[CH:27][CH:26]=[CH:25][C:24]=3[O:29][CH3:30])[CH2:19][CH2:18]2)[CH3:16])=[O:10])[CH2:6][CH2:5][CH2:4][CH2:3][CH2:2]1.Cl. The catalyst is [OH-].[Na+]. The product is [CH:1]1([CH2:7][N:8]2[C:13]([CH2:14][CH:15]([N:17]3[CH2:22][CH2:21][N:20]([C:23]4[CH:28]=[CH:27][CH:26]=[CH:25][C:24]=4[O:29][CH3:30])[CH2:19][CH2:18]3)[CH3:16])=[N:12][NH:11][C:9]2=[O:10])[CH2:6][CH2:5][CH2:4][CH2:3][CH2:2]1. The yield is 0.488. (3) The reactants are [NH2:1][C:2]1[C:3]([C:15]([CH2:18][C:19]2[CH:24]=[CH:23][CH:22]=[CH:21][CH:20]=2)([OH:17])[CH3:16])(Cl)[CH2:4][C:5]([C:8]2[CH:13]=[CH:12][CH:11]=[CH:10][CH:9]=2)=[CH:6][CH:7]=1.[Cl:25]C(Cl)(OC(=O)OC(Cl)(Cl)Cl)Cl.C1[CH2:41][O:40]CC1. No catalyst specified. The product is [CH2:18]([C:15]1([CH3:16])[O:17][C:41](=[O:40])[NH:1][C:2]2[CH:7]=[CH:6][C:5]([C:8]3[CH:13]=[CH:12][CH:11]=[C:10]([Cl:25])[CH:9]=3)=[CH:4][C:3]1=2)[C:19]1[CH:24]=[CH:23][CH:22]=[CH:21][CH:20]=1. The yield is 0.300. (4) The reactants are F[C:2]1[C:3]([CH3:22])=[N:4][C:5]2[C:10]([N:11]=1)=[C:9]([C:12]1[NH:20][C:19]3[CH2:18][CH2:17][NH:16][C:15](=[O:21])[C:14]=3[CH:13]=1)[CH:8]=[CH:7][CH:6]=2.Cl.Cl.[CH3:25][C:26]([NH2:35])([CH3:34])[CH2:27][N:28]1[CH2:33][CH2:32][O:31][CH2:30][CH2:29]1.CCN(C(C)C)C(C)C. The catalyst is CS(C)=O.CCOC(C)=O. The product is [CH3:34][C:26]([NH:35][C:2]1[C:3]([CH3:22])=[N:4][C:5]2[C:10]([N:11]=1)=[C:9]([C:12]1[NH:20][C:19]3[CH2:18][CH2:17][NH:16][C:15](=[O:21])[C:14]=3[CH:13]=1)[CH:8]=[CH:7][CH:6]=2)([CH3:25])[CH2:27][N:28]1[CH2:29][CH2:30][O:31][CH2:32][CH2:33]1. The yield is 0.290. (5) The reactants are C1(C)C=CC(S(O)(=O)=O)=CC=1.CO[CH:14](OC)[C:15]1[CH:20]=[CH:19][C:18]([O:21][CH3:22])=[CH:17][CH:16]=1.[OH:25][CH2:26][CH2:27][C@H:28]([OH:40])[CH2:29][CH2:30][CH2:31][CH2:32][CH2:33][CH2:34][CH2:35][CH2:36][CH2:37][CH2:38][CH3:39].C(OCC)(=O)C. The catalyst is CN(C)C=O. The product is [CH3:22][O:21][C:18]1[CH:19]=[CH:20][C:15]([CH:14]2[O:40][C@H:28]([CH2:29][CH2:30][CH2:31][CH2:32][CH2:33][CH2:34][CH2:35][CH2:36][CH2:37][CH2:38][CH3:39])[CH2:27][CH2:26][O:25]2)=[CH:16][CH:17]=1. The yield is 0.990. (6) The reactants are [CH3:1]I.[SH:3][C:4]1[CH:5]=[C:6]([CH:10]=[CH:11][CH:12]=1)C(O)=O.[C:13](=[O:16])([O-])[O-].[K+].[K+].CN([CH:22]=[O:23])C. The catalyst is C(OCC)(=O)C. The product is [CH3:13][O:16][C:22](=[O:23])[C:6]1[CH:10]=[CH:11][CH:12]=[C:4]([S:3][CH3:1])[CH:5]=1. The yield is 0.960. (7) The reactants are CN(CC1CC(OC2C=CC(CN3CCCC3)=CC=2)C1)S(CC(F)(F)F)(=O)=O.[CH2:29]([N:36]([CH3:44])[C:37]([CH:39]1[CH2:42][C:41](=[O:43])[CH2:40]1)=O)[C:30]1[CH:35]=[CH:34][CH:33]=[CH:32][CH:31]=1.[H-].[H-].[H-].[H-].[Li+].[Al+3].[OH-].[Na+]. The catalyst is C1COCC1.O. The product is [CH2:29]([N:36]([CH2:37][C@@H:39]1[CH2:40][C@H:41]([OH:43])[CH2:42]1)[CH3:44])[C:30]1[CH:35]=[CH:34][CH:33]=[CH:32][CH:31]=1. The yield is 0.950. (8) The reactants are F[C:2]1[CH:3]=[C:4](C=[CH:7][C:8]=1[B:9]1[O:13][C:12]([CH3:15])([CH3:14])[C:11]([CH3:17])([CH3:16])[O:10]1)[NH2:5].[O-]P([O-])([O-])=O.[K+].[K+].[K+].CC#[N:28]. The catalyst is O1CCOCC1.C(P(C(C)(C)C)C1C=CC(N(C)C)=CC=1)(C)(C)C.Cl[Pd]Cl. The product is [CH3:16][C:11]1([CH3:17])[C:12]([CH3:15])([CH3:14])[O:13][B:9]([C:8]2[CH:2]=[CH:3][C:4]([NH2:28])=[N:5][CH:7]=2)[O:10]1. The yield is 0.400.